Task: Predict the reaction yield, written as a fraction of the theoretical maximum amount of product (1.0 means a 100% yield; for example, 0.34 means a 34% yield).. Dataset: Reaction yield outcomes from USPTO patents with 853,638 reactions (1) The reactants are [F:1][C:2]1[CH:11]=[CH:10][C:9]([NH:12][S:13]([C:16]2[CH:21]=[CH:20][CH:19]=[CH:18][C:17]=2[N+:22]([O-])=O)(=[O:15])=[O:14])=[C:8]2[C:3]=1[CH:4]=[CH:5][CH:6]=[N:7]2.Cl[Sn]Cl. The catalyst is Cl.CCO. The product is [NH2:22][C:17]1[CH:18]=[CH:19][CH:20]=[CH:21][C:16]=1[S:13]([NH:12][C:9]1[CH:10]=[CH:11][C:2]([F:1])=[C:3]2[C:8]=1[N:7]=[CH:6][CH:5]=[CH:4]2)(=[O:15])=[O:14]. The yield is 0.820. (2) The reactants are [CH:1]1([CH2:4][O:5][C:6]2[CH:11]=[C:10]([O:12][CH2:13][CH2:14][O:15][CH3:16])[CH:9]=[CH:8][C:7]=2/[CH:17]=[CH:18]/[C:19]([NH:21][S:22]([CH2:25][CH2:26][CH2:27][CH2:28][CH3:29])(=[O:24])=[O:23])=[O:20])[CH2:3][CH2:2]1. The catalyst is CO.[C].[Pd]. The product is [CH:1]1([CH2:4][O:5][C:6]2[CH:11]=[C:10]([O:12][CH2:13][CH2:14][O:15][CH3:16])[CH:9]=[CH:8][C:7]=2[CH2:17][CH2:18][C:19]([NH:21][S:22]([CH2:25][CH2:26][CH2:27][CH2:28][CH3:29])(=[O:24])=[O:23])=[O:20])[CH2:2][CH2:3]1. The yield is 0.850. (3) The reactants are [Cl:1][C:2]1[CH:7]=[C:6]([Cl:8])[CH:5]=[C:4]([Cl:9])[C:3]=1[CH2:10][O:11][C:12]1[CH:17]=[CH:16][C:15]2[C:18]3([CH2:34][O:35][C:14]=2[CH:13]=1)[CH2:23][CH2:22][N:21]([CH2:24][CH2:25][CH2:26][C:27]([O:29]C(C)(C)C)=[O:28])[CH2:20][CH2:19]3.O1CCOCC1. The catalyst is Cl. The product is [ClH:1].[Cl:9][C:4]1[CH:5]=[C:6]([Cl:8])[CH:7]=[C:2]([Cl:1])[C:3]=1[CH2:10][O:11][C:12]1[CH:17]=[CH:16][C:15]2[C:18]3([CH2:34][O:35][C:14]=2[CH:13]=1)[CH2:23][CH2:22][N:21]([CH2:24][CH2:25][CH2:26][C:27]([OH:29])=[O:28])[CH2:20][CH2:19]3. The yield is 0.820. (4) The reactants are Br[C:2]1[CH:23]=[CH:22][C:5]([C:6]([NH:8][S:9]([C:12]2[CH:17]=[CH:16][CH:15]=[CH:14][C:13]=2[S:18](=[O:21])(=[O:20])[NH2:19])(=[O:11])=[O:10])=[O:7])=[CH:4][C:3]=1[O:24][CH3:25].[CH3:26][O:27][C:28]([CH3:32])([CH3:31])[C:29]#[CH:30]. The yield is 0.330. The product is [CH3:25][O:24][C:3]1[CH:4]=[C:5]([CH:22]=[CH:23][C:2]=1[C:30]#[C:29][C:28]([O:27][CH3:26])([CH3:32])[CH3:31])[C:6]([NH:8][S:9]([C:12]1[CH:17]=[CH:16][CH:15]=[CH:14][C:13]=1[S:18](=[O:21])(=[O:20])[NH2:19])(=[O:11])=[O:10])=[O:7]. No catalyst specified. (5) The reactants are C(OC(=O)[NH:7][C:8]1[CH:13]=[C:12]([N:14]2[CH2:18][CH2:17][CH2:16][CH2:15]2)[C:11]([C:19]#[N:20])=[CH:10][C:9]=1[NH:21][C:22](=[O:38])[CH2:23][C:24]([C:26]1[CH:31]=[CH:30][CH:29]=[C:28]([C:32]2[O:36][N:35]=[C:34]([CH3:37])[CH:33]=2)[CH:27]=1)=O)(C)(C)C.C(O)(C(F)(F)F)=O. The catalyst is C(Cl)Cl. The yield is 0.280. The product is [CH3:37][C:34]1[CH:33]=[C:32]([C:28]2[CH:27]=[C:26]([C:24]3[CH2:23][C:22](=[O:38])[NH:21][C:9]4[CH:10]=[C:11]([C:19]#[N:20])[C:12]([N:14]5[CH2:18][CH2:17][CH2:16][CH2:15]5)=[CH:13][C:8]=4[N:7]=3)[CH:31]=[CH:30][CH:29]=2)[O:36][N:35]=1. (6) The reactants are [CH2:1]([N:3]1[CH2:8][CH2:7][CH2:6][C@@H:5]([O:9][C:10]2[C:18]3[C:17]4[CH:19]=[C:20]([C:23]#[N:24])[N:21]=[CH:22][C:16]=4[N:15](COCC[Si](C)(C)C)[C:14]=3[N:13]=[CH:12][CH:11]=2)[CH2:4]1)[CH3:2].Br.[OH-].[Na+].Cl. The catalyst is O1CCOCC1. The product is [CH2:1]([N:3]1[CH2:8][CH2:7][CH2:6][C@@H:5]([O:9][C:10]2[C:18]3[C:17]4[CH:19]=[C:20]([C:23]#[N:24])[N:21]=[CH:22][C:16]=4[NH:15][C:14]=3[N:13]=[CH:12][CH:11]=2)[CH2:4]1)[CH3:2]. The yield is 0.370.